From a dataset of Reaction yield outcomes from USPTO patents with 853,638 reactions. Predict the reaction yield, written as a fraction of the theoretical maximum amount of product (1.0 means a 100% yield; for example, 0.34 means a 34% yield). (1) The reactants are [OH:1][CH2:2][C:3](=[CH2:14])[C:4]([O:6][C:7]1([CH2:12][CH3:13])[CH2:11][CH2:10][CH2:9][CH2:8]1)=[O:5].[CH3:15]I. The catalyst is [Ag-]=O.CN(C)C=O. The product is [CH3:15][O:1][CH2:2][C:3](=[CH2:14])[C:4]([O:6][C:7]1([CH2:12][CH3:13])[CH2:11][CH2:10][CH2:9][CH2:8]1)=[O:5]. The yield is 0.620. (2) The reactants are C([Li])CCC.CC1(C)CCCC(C)(C)N1.[O:16]1[CH:20]=[CH:19][C:18]([C:21]#[N:22])=[CH:17]1.[CH2:23]([Sn:27](Cl)([CH2:32][CH2:33][CH2:34][CH3:35])[CH2:28][CH2:29][CH2:30][CH3:31])[CH2:24][CH2:25][CH3:26]. The catalyst is C1COCC1. The product is [CH2:32]([Sn:27]([CH2:23][CH2:24][CH2:25][CH3:26])([CH2:28][CH2:29][CH2:30][CH3:31])[C:17]1[O:16][CH:20]=[CH:19][C:18]=1[C:21]#[N:22])[CH2:33][CH2:34][CH3:35]. The yield is 0.500. (3) The reactants are [N:1]1([CH2:7][CH2:8][CH2:9][O:10][C:11]2[CH:20]=[C:19]3[C:14]([C@H:15]([C:24]4[CH:29]=[CH:28][CH:27]=[C:26]([C:30]#[C:31][Si](C)(C)C)[CH:25]=4)[CH2:16][N:17]4[CH2:23][CH2:22][CH2:21][C@H:18]43)=[CH:13][CH:12]=2)[CH2:6][CH2:5][CH2:4][CH2:3][CH2:2]1.C([O-])([O-])=O.[K+].[K+]. The catalyst is CO. The product is [C:30]([C:26]1[CH:25]=[C:24]([C@H:15]2[C:14]3[C:19](=[CH:20][C:11]([O:10][CH2:9][CH2:8][CH2:7][N:1]4[CH2:2][CH2:3][CH2:4][CH2:5][CH2:6]4)=[CH:12][CH:13]=3)[C@@H:18]3[CH2:21][CH2:22][CH2:23][N:17]3[CH2:16]2)[CH:29]=[CH:28][CH:27]=1)#[CH:31]. The yield is 0.360. (4) The reactants are [Cl:1][C:2]1[C:10]([C:11]#[N:12])=[CH:9][CH:8]=[C:7]2[C:3]=1[CH:4]=[C:5]([C:18](OCC)=[O:19])[N:6]2[CH2:13][C:14]([F:17])([F:16])[F:15].[Li+].[BH4-].CO.C(Cl)Cl. The catalyst is C1COCC1. The product is [Cl:1][C:2]1[C:10]([C:11]#[N:12])=[CH:9][CH:8]=[C:7]2[C:3]=1[CH:4]=[C:5]([CH2:18][OH:19])[N:6]2[CH2:13][C:14]([F:16])([F:17])[F:15].[OH:19][CH2:18][C:5]1[N:6]([CH2:13][C:14]([F:17])([F:15])[F:16])[C:7]2[C:3]([CH:4]=1)=[CH:2][C:10]([C:11]#[N:12])=[CH:9][CH:8]=2. The yield is 0.630. (5) The reactants are [F:1][C:2]1[CH:7]=[CH:6][CH:5]=[CH:4][C:3]=1[C@H:8]([N:10]([CH2:33][C:34]1[CH:39]=[CH:38][C:37]([C:40]([O:42]C)=[O:41])=[CH:36][CH:35]=1)[C:11]([C@@H:13]1[CH2:22][C:21]2[C:16](=[CH:17][CH:18]=[CH:19][CH:20]=2)[CH2:15][N:14]1[C:23]([O:25][CH2:26][C:27]1[CH:32]=[CH:31][CH:30]=[CH:29][CH:28]=1)=[O:24])=[O:12])[CH3:9].[Li+].[OH-].Cl. The catalyst is C1COCC1.CO. The product is [CH2:26]([O:25][C:23]([N:14]1[C@H:13]([C:11]([N:10]([CH2:33][C:34]2[CH:35]=[CH:36][C:37]([C:40]([OH:42])=[O:41])=[CH:38][CH:39]=2)[C@@H:8]([C:3]2[CH:4]=[CH:5][CH:6]=[CH:7][C:2]=2[F:1])[CH3:9])=[O:12])[CH2:22][C:21]2[C:16](=[CH:17][CH:18]=[CH:19][CH:20]=2)[CH2:15]1)=[O:24])[C:27]1[CH:32]=[CH:31][CH:30]=[CH:29][CH:28]=1. The yield is 0.950.